This data is from Forward reaction prediction with 1.9M reactions from USPTO patents (1976-2016). The task is: Predict the product of the given reaction. Given the reactants [CH2:1]([O:3][C:4]([C:6]1([CH2:10][C:11]#[CH:12])[CH2:9][CH2:8][CH2:7]1)=[O:5])[CH3:2].I[C:14]1[CH:19]=[CH:18][C:17]([O:20][C:21]([F:24])([F:23])[F:22])=[CH:16][CH:15]=1, predict the reaction product. The product is: [CH2:1]([O:3][C:4]([C:6]1([CH2:10][C:11]#[C:12][C:14]2[CH:15]=[CH:16][C:17]([O:20][C:21]([F:22])([F:23])[F:24])=[CH:18][CH:19]=2)[CH2:9][CH2:8][CH2:7]1)=[O:5])[CH3:2].